This data is from Full USPTO retrosynthesis dataset with 1.9M reactions from patents (1976-2016). The task is: Predict the reactants needed to synthesize the given product. (1) Given the product [F:19][C:17]1[CH:16]=[CH:15][C:14]([N+:20]([O-:22])=[O:21])=[C:13]([CH:18]=1)[O:1][CH:2]([CH3:9])[CH2:3][C:4]([O:6][CH2:7][CH3:8])=[O:5], predict the reactants needed to synthesize it. The reactants are: [OH:1][CH:2]([CH3:9])[CH2:3][C:4]([O:6][CH2:7][CH3:8])=[O:5].[H-].[Na+].F[C:13]1[CH:18]=[C:17]([F:19])[CH:16]=[CH:15][C:14]=1[N+:20]([O-:22])=[O:21]. (2) The reactants are: [NH:1]1[CH2:6][CH2:5][C:4](=[O:7])[CH2:3][CH2:2]1.Cl[CH2:9][CH2:10][N:11]1[CH2:15][CH2:14][CH2:13][CH2:12]1. Given the product [N:11]1([CH2:10][CH2:9][N:1]2[CH2:6][CH2:5][C:4](=[O:7])[CH2:3][CH2:2]2)[CH2:15][CH2:14][CH2:13][CH2:12]1, predict the reactants needed to synthesize it. (3) Given the product [Cl:22][C:9]1[C:10]2[C:5](=[C:4]([O:14][CH:15]3[CH2:19][CH2:18][O:17][CH2:16]3)[C:3]([O:2][CH3:1])=[CH:12][CH:11]=2)[CH:6]=[N:7][N:8]=1, predict the reactants needed to synthesize it. The reactants are: [CH3:1][O:2][C:3]1[C:4]([O:14][CH:15]2[CH2:19][CH2:18][O:17][CH2:16]2)=[C:5]2[C:10](=[CH:11][CH:12]=1)[C:9](=O)[NH:8][N:7]=[CH:6]2.P(Cl)(Cl)([Cl:22])=O. (4) Given the product [NH2:74][C:59]([CH3:58])([CH2:62][C:63]1[N:67]=[CH:66][N:65]([C:68]2[CH:72]=[C:71]([CH3:73])[O:70][N:69]=2)[N:64]=1)[CH2:60][NH:61][C:17]([C:13]1[N:8]2[CH:9]=[C:10]([CH3:12])[CH:11]=[C:6]([O:5][CH2:4][C:3]3[C:2]([F:1])=[CH:23][CH:22]=[CH:21][C:20]=3[F:24])[C:7]2=[N:15][C:14]=1[CH3:16])=[O:19], predict the reactants needed to synthesize it. The reactants are: [F:1][C:2]1[CH:23]=[CH:22][CH:21]=[C:20]([F:24])[C:3]=1[CH2:4][O:5][C:6]1[C:7]2[N:8]([C:13]([C:17]([OH:19])=O)=[C:14]([CH3:16])[N:15]=2)[CH:9]=[C:10]([CH3:12])[CH:11]=1.CN(C(ON1N=NC2C=CC=NC1=2)=[N+](C)C)C.F[P-](F)(F)(F)(F)F.C(N(CC)C(C)C)(C)C.[CH3:58][C:59]([NH2:74])([CH2:62][C:63]1[N:67]=[CH:66][N:65]([C:68]2[CH:72]=[C:71]([CH3:73])[O:70][N:69]=2)[N:64]=1)[CH2:60][NH2:61]. (5) Given the product [CH2:1]([N:3]1[C:7]([CH:8]=[N:15][C:14]2[CH:16]=[CH:17][CH:18]=[C:12]([O:11][CH3:10])[CH:13]=2)=[CH:6][CH:5]=[N:4]1)[CH3:2], predict the reactants needed to synthesize it. The reactants are: [CH2:1]([N:3]1[C:7]([CH:8]=O)=[CH:6][CH:5]=[N:4]1)[CH3:2].[CH3:10][O:11][C:12]1[CH:13]=[C:14]([CH:16]=[CH:17][CH:18]=1)[NH2:15]. (6) The reactants are: OC[C@@H](N[C:11](=[O:26])[C@@:12]([CH3:25])([C:19]1[CH:24]=[CH:23][CH:22]=[CH:21][CH:20]=1)[CH2:13][CH2:14][C:15]([CH3:18])([CH3:17])[CH3:16])C1C=CC=CC=1.S(=O)(=O)(O)[OH:28]. Given the product [CH3:25][C@:12]([C:19]1[CH:20]=[CH:21][CH:22]=[CH:23][CH:24]=1)([CH2:13][CH2:14][C:15]([CH3:16])([CH3:17])[CH3:18])[C:11]([OH:26])=[O:28], predict the reactants needed to synthesize it. (7) Given the product [OH:16][CH2:15][CH2:14][CH2:13][CH2:12][CH2:11][CH2:10][CH:4]([CH3:5])[C:1](=[O:3])[CH3:2], predict the reactants needed to synthesize it. The reactants are: [C:1]([C:4](C)([CH2:10][CH2:11][CH2:12][CH2:13][CH2:14][CH2:15][O:16][Si](C(C)(C)C)(C)C)[C:5](OCC)=O)(=[O:3])[CH3:2].[OH-].[Na+].Cl. (8) Given the product [Cl:17][C:14]1[CH:15]=[CH:16][C:11]2[N:10]([CH2:30][C:31]3[CH:36]=[CH:35][C:34]([O:37][CH3:38])=[CH:33][C:32]=3[O:39][CH3:40])[C:8](=[O:9])[CH:2]([CH2:3][C:4]([O:6][CH3:7])=[O:5])[CH2:19][CH:18]([C:20]3[CH:25]=[CH:24][CH:23]=[C:22]([O:26][CH3:27])[C:21]=3[O:28][CH3:29])[C:12]=2[CH:13]=1, predict the reactants needed to synthesize it. The reactants are: Cl[CH:2]([C:8]([N:10]([CH2:30][C:31]1[CH:36]=[CH:35][C:34]([O:37][CH3:38])=[CH:33][C:32]=1[O:39][CH3:40])[C:11]1[CH:16]=[CH:15][C:14]([Cl:17])=[CH:13][C:12]=1[C:18]([C:20]1[CH:25]=[CH:24][CH:23]=[C:22]([O:26][CH3:27])[C:21]=1[O:28][CH3:29])=[CH2:19])=[O:9])[CH2:3][C:4]([O:6][CH3:7])=[O:5].C([Sn](CCCC)CCCC)CCC.N(C(C)(C)C#N)=NC(C)(C)C#N.